This data is from Reaction yield outcomes from USPTO patents with 853,638 reactions. The task is: Predict the reaction yield, written as a fraction of the theoretical maximum amount of product (1.0 means a 100% yield; for example, 0.34 means a 34% yield). (1) The reactants are [Cl:1][C:2]1[CH:7]=[CH:6][CH:5]=[C:4]([Cl:8])[C:3]=1B(O)O.[NH2:12][C:13]1[N:14]=[C:15]([N:24]2[CH2:29][CH2:28][N:27]([C:30](=[O:40])[CH2:31][O:32][C:33]3[CH:38]=[CH:37][C:36]([Cl:39])=[CH:35][CH:34]=3)[CH2:26][CH2:25]2)[C:16]2[N:22]=[C:21](Cl)[CH:20]=[CH:19][C:17]=2[N:18]=1. No catalyst specified. The product is [NH2:12][C:13]1[N:14]=[C:15]([N:24]2[CH2:25][CH2:26][N:27]([C:30](=[O:40])[CH2:31][O:32][C:33]3[CH:38]=[CH:37][C:36]([Cl:39])=[CH:35][CH:34]=3)[CH2:28][CH2:29]2)[C:16]2[N:22]=[C:21]([C:3]3[C:2]([Cl:1])=[CH:7][CH:6]=[CH:5][C:4]=3[Cl:8])[CH:20]=[CH:19][C:17]=2[N:18]=1. The yield is 0.440. (2) The reactants are [NH:1]1[CH:5]=[C:4]([C:6]2[CH:11]=[C:10]([C:12]([NH2:14])=[O:13])[CH:9]=[CH:8][N:7]=2)[N:3]=[CH:2]1.Br[CH2:16][CH2:17][C:18]1[CH:23]=[CH:22][CH:21]=[CH:20][C:19]=1[Cl:24].C([O-])([O-])=O.[K+].[K+]. The catalyst is CN(C=O)C. The product is [Cl:24][C:19]1[CH:20]=[CH:21][CH:22]=[CH:23][C:18]=1[CH2:17][CH2:16][N:1]1[CH:5]=[C:4]([C:6]2[CH:11]=[C:10]([C:12]([NH2:14])=[O:13])[CH:9]=[CH:8][N:7]=2)[N:3]=[CH:2]1. The yield is 0.340. (3) The reactants are Br[C:2]1[CH:21]=[CH:20][C:19]2[C:16]3=[C:17]4[C:18]5[C:9]([C:10](=[O:46])[N:11]([C:34]6[C:39]([CH:40]([CH3:42])[CH3:41])=[CH:38][CH:37]=[CH:36][C:35]=6[CH:43]([CH3:45])[CH3:44])[C:12](=[O:33])[C:13]=5[CH:14]=[C:15]3[O:22][C:23]3[CH:28]=[CH:27][C:26]([C:29]([CH3:32])([CH3:31])[CH3:30])=[CH:25][CH:24]=3)=[CH:8][C:7]([O:47][C:48]3[CH:53]=[CH:52][C:51]([C:54]([CH3:57])([CH3:56])[CH3:55])=[CH:50][CH:49]=3)=[C:6]4[C:5]3=[CH:58][CH:59]=[CH:60][C:3]=1[C:4]=23.[NH2:61][C:62]1[CH:67]=[CH:66][CH:65]=[CH:64][C:63]=1[SH:68].C(=O)([O-])[O-].[K+].[K+].Cl. The catalyst is CN1CCCC1=O. The product is [NH2:61][C:62]1[CH:67]=[CH:66][CH:65]=[CH:64][C:63]=1[S:68][C:2]1[CH:21]=[CH:20][C:19]2[C:16]3=[C:17]4[C:18]5[C:9]([C:10](=[O:46])[N:11]([C:34]6[C:39]([CH:40]([CH3:42])[CH3:41])=[CH:38][CH:37]=[CH:36][C:35]=6[CH:43]([CH3:45])[CH3:44])[C:12](=[O:33])[C:13]=5[CH:14]=[C:15]3[O:22][C:23]3[CH:28]=[CH:27][C:26]([C:29]([CH3:32])([CH3:31])[CH3:30])=[CH:25][CH:24]=3)=[CH:8][C:7]([O:47][C:48]3[CH:53]=[CH:52][C:51]([C:54]([CH3:57])([CH3:56])[CH3:55])=[CH:50][CH:49]=3)=[C:6]4[C:5]3=[CH:58][CH:59]=[CH:60][C:3]=1[C:4]=23. The yield is 0.600. (4) The reactants are C([SiH]([CH2:6][CH3:7])CC)C.[C:8]([C:13]1C=CC=[C:18]2[C:14]=1[CH2:15][C:16](=[O:22])[NH:17]2)(=O)[CH2:9][CH2:10][CH3:11].F[C:24](F)(F)C(O)=O. No catalyst specified. The product is [CH2:9]([C:8]1[CH:13]=[C:14]2[C:18](=[CH:6][CH:7]=1)[NH:17][C:16](=[O:22])[CH2:15]2)[CH2:10][CH2:11][CH3:24]. The yield is 0.910. (5) The product is [Cl:1][C:2]1[CH:27]=[CH:26][C:5]2[NH:6][C:7]3[N:8]=[CH:9][CH:10]=[CH:11][C:12]=3[C:13]([CH:23]([F:24])[F:25])([CH2:14][O:15][CH:16]([CH3:18])[CH3:17])[C:4]=2[CH:3]=1. The reactants are [Cl:1][C:2]1[CH:27]=[CH:26][C:5]2[NH:6][C:7]3[N:8]=[CH:9][CH:10]=[CH:11][C:12]=3[C:13]([CH:23]([F:25])[F:24])([CH:14](OC(C)C)[O:15][CH:16]([CH3:18])[CH3:17])[C:4]=2[CH:3]=1. The yield is 1.00. The catalyst is FC(F)(F)C(O)=O. (6) The reactants are C1(P(C2C=CC=CC=2)C2C3OC4C(=CC=CC=4P(C4C=CC=CC=4)C4C=CC=CC=4)C(C)(C)C=3C=CC=2)C=CC=CC=1.[CH3:43][C:44]1[C:52]2[C:47](=[CH:48][C:49]([NH2:53])=[CH:50][CH:51]=2)[N:46](C2CCCCO2)[N:45]=1.Br[C:61]1[N:78]=[C:64]2[CH:65]=[CH:66][CH:67]=[C:68]([C:69]([F:77])([F:76])[CH:70]3[CH2:75][CH2:74][O:73][CH2:72][CH2:71]3)[N:63]2[N:62]=1.C(=O)([O-])[O-].[K+].[K+]. The catalyst is O1CCOCC1.C(OCC)(=O)C.C1C=CC(/C=C/C(/C=C/C2C=CC=CC=2)=O)=CC=1.C1C=CC(/C=C/C(/C=C/C2C=CC=CC=2)=O)=CC=1.C1C=CC(/C=C/C(/C=C/C2C=CC=CC=2)=O)=CC=1.[Pd].[Pd]. The product is [F:77][C:69]([F:76])([CH:70]1[CH2:75][CH2:74][O:73][CH2:72][CH2:71]1)[C:68]1[N:63]2[N:62]=[C:61]([NH:53][C:49]3[CH:48]=[C:47]4[C:52]([C:44]([CH3:43])=[N:45][NH:46]4)=[CH:51][CH:50]=3)[N:78]=[C:64]2[CH:65]=[CH:66][CH:67]=1. The yield is 0.459. (7) The reactants are [CH2:1]([O:8][C@H:9]1[CH2:14][CH2:13][CH2:12]C[C@@H:10]1[NH2:15])[C:2]1[CH:7]=[CH:6][CH:5]=[CH:4][CH:3]=1.[CH2:16]1[CH2:22][S:19](=[O:21])(=[O:20])[O:18][CH2:17]1. The catalyst is O1CCCC1. The product is [CH2:1]([O:8][C@H:9]1[CH2:14][CH2:13][CH2:12][C@@H:10]1[NH:15][CH2:17][CH2:16][CH2:22][S:19]([OH:21])(=[O:20])=[O:18])[C:2]1[CH:3]=[CH:4][CH:5]=[CH:6][CH:7]=1. The yield is 0.750.